From a dataset of TCR-epitope binding with 47,182 pairs between 192 epitopes and 23,139 TCRs. Binary Classification. Given a T-cell receptor sequence (or CDR3 region) and an epitope sequence, predict whether binding occurs between them. (1) The epitope is EHPTFTSQYRIQGKL. The TCR CDR3 sequence is CASSLGTSGSSYEQYF. Result: 0 (the TCR does not bind to the epitope). (2) The epitope is LLWNGPMAV. The TCR CDR3 sequence is CASNQHPQPQHF. Result: 0 (the TCR does not bind to the epitope). (3) The epitope is IPRRNVATL. The TCR CDR3 sequence is CASSQYAGINEKLFF. Result: 0 (the TCR does not bind to the epitope). (4) The epitope is SEISMDNSPNL. The TCR CDR3 sequence is CASTQDGTNEKLFF. Result: 0 (the TCR does not bind to the epitope). (5) The epitope is YLQPRTFLL. The TCR CDR3 sequence is CSARDEVAHNTGELFF. Result: 1 (the TCR binds to the epitope). (6) The epitope is GTSGSPIIDK. The TCR CDR3 sequence is CASSFSTGPSQPQHF. Result: 0 (the TCR does not bind to the epitope). (7) The epitope is RLYYDSMSY. The TCR CDR3 sequence is CASSLIQETQYF. Result: 0 (the TCR does not bind to the epitope). (8) The epitope is SSTFNVPMEKLK. The TCR CDR3 sequence is CASSLSQIYWRDYGYTF. Result: 1 (the TCR binds to the epitope). (9) The epitope is NYSGVVTTVMF. The TCR CDR3 sequence is CASSLDQETQYF. Result: 0 (the TCR does not bind to the epitope).